Task: Predict the reactants needed to synthesize the given product.. Dataset: Full USPTO retrosynthesis dataset with 1.9M reactions from patents (1976-2016) (1) Given the product [CH3:23][NH:24][C:25]([C@@H:27]1[CH2:32][CH2:31][CH2:30][CH2:29][N:28]1[C:20](=[O:21])/[CH:19]=[CH:18]/[C:9]1[CH:10]=[CH:11][C:12]([C:14]([F:16])([F:17])[F:15])=[CH:13][C:8]=1[CH2:7][N:5]1[N:4]=[N:3][C:2]([CH3:1])=[N:6]1)=[O:26], predict the reactants needed to synthesize it. The reactants are: [CH3:1][C:2]1[N:3]=[N:4][N:5]([CH2:7][C:8]2[CH:13]=[C:12]([C:14]([F:17])([F:16])[F:15])[CH:11]=[CH:10][C:9]=2/[CH:18]=[CH:19]/[C:20](O)=[O:21])[N:6]=1.[CH3:23][NH:24][C:25]([C@@H:27]1[CH2:32][CH2:31][CH2:30][CH2:29][NH:28]1)=[O:26].CCN(C(C)C)C(C)C.C(P1(=O)OP(CCC)(=O)OP(CCC)(=O)O1)CC. (2) Given the product [CH3:1][O:2][C:3]1[CH:8]=[C:7]([C:13]2[N:22]=[CH:21][C:20]3[NH:19][CH2:18][CH:17]4[CH2:23][O:24][CH2:25][CH2:26][N:16]4[C:15]=3[N:14]=2)[CH:6]=[CH:5][N:4]=1, predict the reactants needed to synthesize it. The reactants are: [CH3:1][O:2][C:3]1[CH:8]=[C:7](B(O)O)[CH:6]=[CH:5][N:4]=1.Cl[C:13]1[N:22]=[CH:21][C:20]2[NH:19][CH2:18][CH:17]3[CH2:23][O:24][CH2:25][CH2:26][N:16]3[C:15]=2[N:14]=1. (3) Given the product [CH2:13]([O:15][C:16]([C:18]1[S:22][C:21]([Br:8])=[N:20][C:19]=1[CH3:24])=[O:17])[CH3:14], predict the reactants needed to synthesize it. The reactants are: CC(C)CON=O.[Br:8][Si](C)(C)C.[CH2:13]([O:15][C:16]([C:18]1[S:22][C:21](N)=[N:20][C:19]=1[CH3:24])=[O:17])[CH3:14].CC#N.CCOC(C)=O. (4) Given the product [F:10][CH:9]([F:11])[O:8][C:5]1[CH:6]=[CH:7][C:2]([C:33]2[CH:34]=[C:35]3[C:39](=[CH:40][CH:41]=2)[C:38](=[O:42])[NH:37][CH2:36]3)=[C:3]([O:14][CH2:15][CH:16]([CH3:18])[CH3:17])[C:4]=1[O:12][CH3:13], predict the reactants needed to synthesize it. The reactants are: Br[C:2]1[CH:7]=[CH:6][C:5]([O:8][CH:9]([F:11])[F:10])=[C:4]([O:12][CH3:13])[C:3]=1[O:14][CH2:15][CH:16]([CH3:18])[CH3:17].C(=O)([O-])[O-].[Cs+].[Cs+].CC1(C)C(C)(C)OB([C:33]2[CH:34]=[C:35]3[C:39](=[CH:40][CH:41]=2)[C:38](=[O:42])[NH:37][CH2:36]3)O1.